The task is: Predict the reactants needed to synthesize the given product.. This data is from Full USPTO retrosynthesis dataset with 1.9M reactions from patents (1976-2016). (1) Given the product [CH:7]([C:10]1[CH:15]=[CH:14][C:13]2[NH:16][C:22]3[CH2:23][CH2:24][N:19]([CH3:18])[CH2:20][C:21]=3[C:12]=2[CH:11]=1)([CH3:9])[CH3:8], predict the reactants needed to synthesize it. The reactants are: S(=O)(=O)(O)O.Cl.[CH:7]([C:10]1[CH:15]=[CH:14][C:13]([NH:16]N)=[CH:12][CH:11]=1)([CH3:9])[CH3:8].[CH3:18][N:19]1[CH2:24][CH2:23][CH2:22][CH2:21][C:20]1=O. (2) Given the product [Br:1][C:2]1[CH:11]=[C:10]2[C:5](=[CH:4][C:3]=1[O:15][CH3:16])[C:6]([CH3:14])([CH3:13])[CH2:7][CH:8]=[C:9]2[CH3:17], predict the reactants needed to synthesize it. The reactants are: [Br:1][C:2]1[CH:11]=[C:10]2[C:5]([C:6]([CH3:14])([CH3:13])[CH2:7][CH2:8][C:9]2=O)=[CH:4][C:3]=1[O:15][CH3:16].[CH3:17][Mg+].[Br-]. (3) Given the product [OH:1][CH2:2][CH2:3][N:4]1[C:8]2[C:18]([C:22](=[O:21])[CH3:16])=[CH:19][CH:20]=[CH:12][C:7]=2[N:6]=[CH:5]1, predict the reactants needed to synthesize it. The reactants are: [OH:1][CH2:2][CH2:3][N:4]1[C:8]2C(C#N)=CC=[CH:12][C:7]=2[N:6]=[CH:5]1.[Li][CH3:16].O.[CH2:18]1[CH2:22][O:21][CH2:20][CH2:19]1. (4) Given the product [CH3:21][O:20][CH:17]([O:18][CH3:19])[CH2:16][NH:15][C:12]1[CH:13]=[CH:14][C:9]([OH:8])=[CH:10][CH:11]=1, predict the reactants needed to synthesize it. The reactants are: C([O:8][C:9]1[CH:14]=[CH:13][C:12]([NH:15][CH2:16][CH:17]([O:20][CH3:21])[O:18][CH3:19])=[CH:11][CH:10]=1)C1C=CC=CC=1.[H][H]. (5) Given the product [C:39]([C:38]1[CH:41]=[CH:42][CH:43]=[CH:44][C:37]=1[N:33]1[CH2:32][CH2:31][CH:30]([NH:29][C:27]([C:4]2[N:5]([CH3:26])[C:6]3[C:15]4[CH:14]=[CH:13][CH:12]=[CH:11][C:10]=4[N:9]([CH2:16][C:17](=[O:24])[C:18]4[CH:23]=[CH:22][CH:21]=[CH:20][CH:19]=4)[C:8](=[O:25])[C:7]=3[C:3]=2[O:2][CH3:1])=[O:28])[CH2:35][CH2:34]1)#[N:40], predict the reactants needed to synthesize it. The reactants are: [CH3:1][O:2][C:3]1[C:7]2[C:8](=[O:25])[N:9]([CH2:16][C:17](=[O:24])[C:18]3[CH:23]=[CH:22][CH:21]=[CH:20][CH:19]=3)[C:10]3[CH:11]=[CH:12][CH:13]=[CH:14][C:15]=3[C:6]=2[N:5]([CH3:26])[C:4]=1[C:27]([NH:29][CH:30]1[CH2:35][CH2:34][NH:33][CH2:32][CH2:31]1)=[O:28].F[C:37]1[CH:44]=[CH:43][CH:42]=[CH:41][C:38]=1[C:39]#[N:40].C(N(CC)CC)C.BrC1C=CC=CC=1C#N.C(=O)([O-])[O-].[K+].[K+]. (6) Given the product [C:1]([O:5][C:6](=[O:33])[N:7]([CH2:22][C:23]1[CH:28]=[CH:27][C:26]([C:29]([CH3:32])([CH3:31])[CH3:30])=[CH:25][CH:24]=1)[CH2:8][CH2:9][C:10]1[CH:15]=[CH:14][CH:13]=[C:12]([C:16]#[CH:17])[CH:11]=1)([CH3:3])([CH3:4])[CH3:2], predict the reactants needed to synthesize it. The reactants are: [C:1]([O:5][C:6](=[O:33])[N:7]([CH2:22][C:23]1[CH:28]=[CH:27][C:26]([C:29]([CH3:32])([CH3:31])[CH3:30])=[CH:25][CH:24]=1)[CH2:8][CH2:9][C:10]1[CH:15]=[CH:14][CH:13]=[C:12]([C:16]#[C:17][Si](C)(C)C)[CH:11]=1)([CH3:4])([CH3:3])[CH3:2].CCCC[N+](CCCC)(CCCC)CCCC.[F-]. (7) Given the product [Br:1][C:2]1[CH:7]=[CH:6][C:5]([O:8][C:10]2[CH:15]=[CH:14][CH:13]=[CH:12][CH:11]=2)=[C:4]([Cl:9])[CH:3]=1, predict the reactants needed to synthesize it. The reactants are: [Br:1][C:2]1[CH:7]=[CH:6][C:5]([OH:8])=[C:4]([Cl:9])[CH:3]=1.[C:10]1(B(O)O)[CH:15]=[CH:14][CH:13]=[CH:12][CH:11]=1.C(N(CC)CC)C.CO[C@@H]1[C@@H](C(OC)=O)[C@@H]2[C@@H](CN3[C@H](C2)C2NC4C=C(OC)C=CC=4C=2CC3)C[C@H]1OC(C1C=C(OC)C(OC)=C(OC)C=1)=O. (8) Given the product [C:38]([O:37][C:36]([NH:35][CH2:34][C:23]1[N:24]([CH2:30][CH:31]([CH3:33])[CH3:32])[C:25](=[O:29])[C:26]2[C:21]([C:22]=1[C:43]1[CH:44]=[CH:45][CH:46]=[CH:47][CH:48]=1)=[CH:20][C:19](/[CH:17]=[CH:9]/[C:10]([O:12][CH2:13][CH3:14])=[O:11])=[CH:28][CH:27]=2)=[O:42])([CH3:41])([CH3:40])[CH3:39], predict the reactants needed to synthesize it. The reactants are: C(OP([CH2:9][C:10]([O:12][CH2:13][CH3:14])=[O:11])(OCC)=O)C.[H-].[Na+].[CH:17]([C:19]1[CH:20]=[C:21]2[C:26](=[CH:27][CH:28]=1)[C:25](=[O:29])[N:24]([CH2:30][CH:31]([CH3:33])[CH3:32])[C:23]([CH2:34][NH:35][C:36](=[O:42])[O:37][C:38]([CH3:41])([CH3:40])[CH3:39])=[C:22]2[C:43]1[CH:48]=[CH:47][CH:46]=[CH:45][CH:44]=1)=O.O. (9) Given the product [C:1]([O:5][C:6]([N:8]1[CH2:12][C@@H:11]([N:13]([CH2:16][C:17]2[CH:22]=[C:21]([C:23]([F:25])([F:24])[F:26])[CH:20]=[C:19]([C:27]([F:30])([F:28])[F:29])[CH:18]=2)[C:14]2[N:33]=[N:34][NH:35][N:15]=2)[CH2:10][C@H:9]1[CH2:31][CH3:32])=[O:7])([CH3:4])([CH3:3])[CH3:2], predict the reactants needed to synthesize it. The reactants are: [C:1]([O:5][C:6]([N:8]1[CH2:12][C@@H:11]([N:13]([CH2:16][C:17]2[CH:22]=[C:21]([C:23]([F:26])([F:25])[F:24])[CH:20]=[C:19]([C:27]([F:30])([F:29])[F:28])[CH:18]=2)[C:14]#[N:15])[CH2:10][C@H:9]1[CH2:31][CH3:32])=[O:7])([CH3:4])([CH3:3])[CH3:2].[N-:33]=[N+:34]=[N-:35].[Na+].